The task is: Predict the reactants needed to synthesize the given product.. This data is from Full USPTO retrosynthesis dataset with 1.9M reactions from patents (1976-2016). The reactants are: C[O:2][C:3](=[O:18])[C@@H:4]([N:13]1[CH:17]=[CH:16][CH:15]=[CH:14]1)[CH2:5][C:6]1[CH:11]=[CH:10][C:9]([OH:12])=[CH:8][CH:7]=1.[CH3:19][C:20]1[S:24][C:23]([C:25]2[CH:30]=[CH:29][CH:28]=[CH:27][CH:26]=2)=[N:22][C:21]=1[CH2:31][CH2:32]O. Given the product [CH3:19][C:20]1[S:24][C:23]([C:25]2[CH:26]=[CH:27][CH:28]=[CH:29][CH:30]=2)=[N:22][C:21]=1[CH2:31][CH2:32][O:12][C:9]1[CH:10]=[CH:11][C:6]([CH2:5][C@H:4]([N:13]2[CH:17]=[CH:16][CH:15]=[CH:14]2)[C:3]([OH:2])=[O:18])=[CH:7][CH:8]=1, predict the reactants needed to synthesize it.